From a dataset of Full USPTO retrosynthesis dataset with 1.9M reactions from patents (1976-2016). Predict the reactants needed to synthesize the given product. (1) Given the product [O:13]=[C:11]([C:14]1[S:15][CH:16]=[CH:17][CH:18]=1)[CH2:12][C:3]([O:7][CH2:8][CH3:9])=[O:10], predict the reactants needed to synthesize it. The reactants are: [H-].[Na+].[C:3](=[O:10])([O:7][CH2:8][CH3:9])OCC.[C:11]([C:14]1[S:15][CH:16]=[CH:17][CH:18]=1)(=[O:13])[CH3:12].[H][H]. (2) Given the product [Br:16][C:6]1[C:7]([Cl:15])=[CH:8][C:9]([Cl:14])=[C:10]([O:12][CH3:13])[CH:11]=1, predict the reactants needed to synthesize it. The reactants are: N([O-])=O.[Na+].N[C:6]1[C:7]([Cl:15])=[CH:8][C:9]([Cl:14])=[C:10]([O:12][CH3:13])[CH:11]=1.[BrH:16].C(O)(=O)C.[OH-].[Na+]. (3) Given the product [C:1]([N:5]1[C:9](=[O:10])[C:8]([NH:11][CH2:12][CH2:13][CH2:14][O:31][C:28]2[CH:29]=[CH:30][C:25]([F:24])=[CH:26][CH:27]=2)=[C:7]([C:16]2[CH:21]=[CH:20][CH:19]=[CH:18][CH:17]=2)[S:6]1(=[O:23])=[O:22])([CH3:4])([CH3:3])[CH3:2], predict the reactants needed to synthesize it. The reactants are: [C:1]([N:5]1[C:9](=[O:10])[C:8]([NH:11][CH2:12][CH2:13][CH2:14]Br)=[C:7]([C:16]2[CH:21]=[CH:20][CH:19]=[CH:18][CH:17]=2)[S:6]1(=[O:23])=[O:22])([CH3:4])([CH3:3])[CH3:2].[F:24][C:25]1[CH:30]=[CH:29][C:28]([OH:31])=[CH:27][CH:26]=1.C([O-])([O-])=O.[K+].[K+]. (4) Given the product [F:4][C:2]([C:5]1[CH:10]=[CH:9][N:8]=[C:7]([O:11][C:12]2[CH:17]=[CH:16][C:15]([CH2:18][CH2:19][NH:20][C:21]3[C:30]4[C:25](=[N:26][CH:27]=[CH:28][N:29]=4)[N:24]=[CH:23][N:22]=3)=[CH:14][C:13]=2[OH:31])[CH:6]=1)([F:1])[CH3:3], predict the reactants needed to synthesize it. The reactants are: [F:1][C:2]([C:5]1[CH:10]=[CH:9][N:8]=[C:7]([O:11][C:12]2[CH:17]=[CH:16][C:15]([CH2:18][CH2:19][NH:20][C:21]3[C:30]4[C:25](=[N:26][CH:27]=[CH:28][N:29]=4)[N:24]=[CH:23][N:22]=3)=[CH:14][C:13]=2[O:31]C)[CH:6]=1)([F:4])[CH3:3].B(Br)(Br)Br.CCCCCC. (5) Given the product [Cl:1][C:2]1[CH:7]=[C:6]([F:8])[CH:5]=[CH:4][C:3]=1[C:9]1([C:14]([NH:17][CH2:18][CH2:19][CH2:20][N:21]2[CH2:22][CH2:23][CH:24]([C:27]3[CH:28]=[C:29]([NH:34][C:35](=[O:39])[CH:36]([CH3:38])[CH3:37])[CH:30]=[CH:31][C:32]=3[F:33])[CH2:25][CH2:26]2)=[O:16])[CH2:10][CH2:11][CH2:12][CH2:13]1, predict the reactants needed to synthesize it. The reactants are: [Cl:1][C:2]1[CH:7]=[C:6]([F:8])[CH:5]=[CH:4][C:3]=1[C:9]1([C:14]([OH:16])=O)[CH2:13][CH2:12][CH2:11][CH2:10]1.[NH2:17][CH2:18][CH2:19][CH2:20][N:21]1[CH2:26][CH2:25][CH:24]([C:27]2[CH:28]=[C:29]([NH:34][C:35](=[O:39])[CH:36]([CH3:38])[CH3:37])[CH:30]=[CH:31][C:32]=2[F:33])[CH2:23][CH2:22]1. (6) The reactants are: CC(C)(C)[C@H](NC(C1N=C(C2C=CC=CC=2)N2CCNCC=12)=O)C(NC)=O.[C:28]([C:36]1[N:40]2[CH2:41][CH2:42][N:43](C(OC(C)(C)C)=O)[CH2:44][C:39]2=[C:38]([C:52](=[O:63])[NH:53][C@@H:54]([C:59]([CH3:62])([CH3:61])[CH3:60])[C:55]([NH:57][CH3:58])=[O:56])[N:37]=1)(=[O:35])[C:29]1[CH:34]=[CH:33][CH:32]=[CH:31][CH:30]=1. Given the product [C:28]([C:36]1[N:40]2[CH2:41][CH2:42][NH:43][CH2:44][C:39]2=[C:38]([C:52]([NH:53][C@@H:54]([C:59]([CH3:62])([CH3:61])[CH3:60])[C:55]([NH:57][CH3:58])=[O:56])=[O:63])[N:37]=1)(=[O:35])[C:29]1[CH:34]=[CH:33][CH:32]=[CH:31][CH:30]=1, predict the reactants needed to synthesize it.